This data is from Catalyst prediction with 721,799 reactions and 888 catalyst types from USPTO. The task is: Predict which catalyst facilitates the given reaction. Reactant: [OH:1][C:2]1[CH:7]=[CH:6][C:5]([C:8]2[CH:9]=[N:10][CH:11]=[C:12]([C:15]=2[NH:16][C:17]2[CH:25]=[CH:24][CH:23]=[C:22]3[C:18]=2[CH:19]=[CH:20][NH:21]3)[C:13]#[N:14])=[CH:4][CH:3]=1.[CH2:26]([C@H:33]([NH:36]C(=O)OC(C)(C)C)[CH2:34]O)[C:27]1[CH:32]=[CH:31][CH:30]=[CH:29][CH:28]=1.C1C=CC(P(C2C=CC=CC=2)C2C=CC=CC=2)=CC=1.N(C(OCC)=O)=NC(OCC)=O.Cl. Product: [NH2:36][C@@H:33]([CH2:26][C:27]1[CH:32]=[CH:31][CH:30]=[CH:29][CH:28]=1)[CH2:34][O:1][C:2]1[CH:3]=[CH:4][C:5]([C:8]2[CH:9]=[N:10][CH:11]=[C:12]([C:15]=2[NH:16][C:17]2[CH:25]=[CH:24][CH:23]=[C:22]3[C:18]=2[CH:19]=[CH:20][NH:21]3)[C:13]#[N:14])=[CH:6][CH:7]=1. The catalyst class is: 1.